Dataset: Forward reaction prediction with 1.9M reactions from USPTO patents (1976-2016). Task: Predict the product of the given reaction. (1) The product is: [N:1]1([C:6]([C:8]2[N:16]=[CH:15][C:14]3[NH:13][C:12]4[N:17]=[CH:18][C:19]([C:9]5[CH:10]=[CH:14][C:22]([N:24]6[CH2:4][CH2:5][N:1]([CH3:6])[CH2:2][CH2:3]6)=[CH:23][CH:8]=5)=[CH:20][C:11]=4[C:10]=3[CH:9]=2)=[O:7])[CH2:5][CH2:4][CH2:3][CH2:2]1. Given the reactants [N:1]1([C:6]([C:8]2[N:16]=[CH:15][C:14]3[NH:13][C:12]4[N:17]=[CH:18][C:19](Br)=[CH:20][C:11]=4[C:10]=3[CH:9]=2)=[O:7])[CH2:5][CH2:4][CH2:3][CH2:2]1.[C:22](#[N:24])[CH3:23], predict the reaction product. (2) Given the reactants Br[C:2]1[CH:14]=[CH:13][C:5]2[NH:6][C:7](=[O:12])[O:8][C:9]([CH3:11])([CH3:10])[C:4]=2[CH:3]=1.[Cl:15][C:16]1[CH:21]=[CH:20][C:19](B(O)O)=[CH:18][CH:17]=1, predict the reaction product. The product is: [Cl:15][C:16]1[CH:21]=[CH:20][C:19]([C:2]2[CH:14]=[CH:13][C:5]3[NH:6][C:7](=[O:12])[O:8][C:9]([CH3:11])([CH3:10])[C:4]=3[CH:3]=2)=[CH:18][CH:17]=1. (3) Given the reactants [CH2:1]([N:7]1[CH2:12][CH2:11][C:10]([CH3:27])([C:13]2[CH:18]=[CH:17][CH:16]=[C:15](OS(C(F)(F)F)(=O)=O)[CH:14]=2)[CH:9]([CH3:28])[CH2:8]1)[CH2:2][CH2:3][CH2:4][CH2:5][CH3:6].C(N(CC)CC)C.[CH3:36][OH:37].CN(C)[CH:40]=[O:41], predict the reaction product. The product is: [CH2:1]([N:7]1[CH2:12][CH2:11][C:10]([CH3:27])([C:13]2[CH:18]=[CH:17][CH:16]=[C:15]([C:36]([O:41][CH3:40])=[O:37])[CH:14]=2)[CH:9]([CH3:28])[CH2:8]1)[CH2:2][CH2:3][CH2:4][CH2:5][CH3:6]. (4) Given the reactants [Cl:1][C:2]1[N:3]=[CH:4][C:5]([C:8]([OH:10])=[O:9])=[N:6][CH:7]=1.ClC(Cl)(Cl)C(=N)O[C:15]([CH3:18])([CH3:17])[CH3:16].[B-](F)(F)(F)[O+](C)C, predict the reaction product. The product is: [Cl:1][C:2]1[N:3]=[CH:4][C:5]([C:8]([O:10][C:15]([CH3:18])([CH3:17])[CH3:16])=[O:9])=[N:6][CH:7]=1.